Dataset: Forward reaction prediction with 1.9M reactions from USPTO patents (1976-2016). Task: Predict the product of the given reaction. (1) Given the reactants [Br-].[Cl:2][C:3]1[CH:8]=[CH:7][CH:6]=[C:5]([Cl:9])[CH:4]=1.[OH-].[Na+].[CH3:12][O:13][C:14]1[CH:19]=[CH:18][CH:17]=[CH:16][C:15]=1B(O)O, predict the reaction product. The product is: [Cl:2][C:3]1[CH:8]=[CH:7][CH:6]=[C:5]([Cl:9])[C:4]=1[C:15]1[CH:16]=[CH:17][CH:18]=[CH:19][C:14]=1[O:13][CH3:12]. (2) Given the reactants [Br:1][C:2]1[CH:15]=[CH:14][C:5]2[N:6]=[C:7]([CH:9]3[CH2:12][C:11](=O)[CH2:10]3)[S:8][C:4]=2[CH:3]=1.[CH3:16][C@H:17]1[CH2:21][CH2:20][CH2:19][NH:18]1.N1C=CC=CC=1.B, predict the reaction product. The product is: [Br:1][C:2]1[CH:15]=[CH:14][C:5]2[N:6]=[C:7]([C@H:9]3[CH2:12][C@@H:11]([N:18]4[CH2:19][CH2:20][CH2:21][C@@H:17]4[CH3:16])[CH2:10]3)[S:8][C:4]=2[CH:3]=1. (3) Given the reactants [NH2:1][C:2]1[CH:7]=[CH:6][CH:5]=[CH:4][CH:3]=1.N1C(C)=CC=CC=1C.Br[CH2:17][CH2:18][O:19][CH2:20][C:21]1[CH:26]=[CH:25][CH:24]=[CH:23][CH:22]=1, predict the reaction product. The product is: [CH2:20]([O:19][CH2:18][CH2:17][NH:1][C:2]1[CH:7]=[CH:6][CH:5]=[CH:4][CH:3]=1)[C:21]1[CH:26]=[CH:25][CH:24]=[CH:23][CH:22]=1. (4) Given the reactants Cl.[F:2][C:3]1[CH:4]=[C:5]([CH:43]=[CH:44][CH:45]=1)[CH2:6][N:7]1[CH:11]=[C:10]([C:12]2[C:20]3[C:15](=[N:16][CH:17]=[C:18]([C:21]4[CH:26]=[CH:25][C:24]([CH:27]5[CH2:32][CH2:31][NH:30][CH2:29][CH2:28]5)=[CH:23][CH:22]=4)[CH:19]=3)[N:14](S(C3C=CC(C)=CC=3)(=O)=O)[CH:13]=2)[CH:9]=[N:8]1.[OH-].[Li+], predict the reaction product. The product is: [F:2][C:3]1[CH:4]=[C:5]([CH:43]=[CH:44][CH:45]=1)[CH2:6][N:7]1[CH:11]=[C:10]([C:12]2[C:20]3[C:15](=[N:16][CH:17]=[C:18]([C:21]4[CH:22]=[CH:23][C:24]([CH:27]5[CH2:32][CH2:31][NH:30][CH2:29][CH2:28]5)=[CH:25][CH:26]=4)[CH:19]=3)[NH:14][CH:13]=2)[CH:9]=[N:8]1. (5) Given the reactants Cl[C:2]1[N:7]=[C:6]([NH:8][C:9]2[CH:14]=[CH:13][CH:12]=[C:11]([C:15]([N:17]3[CH2:22][CH2:21][CH:20]([C:23]([O:25][CH2:26][CH3:27])=[O:24])[CH2:19][CH2:18]3)=[O:16])[CH:10]=2)[C:5]([F:28])=[CH:4][N:3]=1.[OH:29][C:30]1[CH:31]=[C:32]([CH:34]=[CH:35][CH:36]=1)[NH2:33], predict the reaction product. The product is: [CH2:26]([O:25][C:23]([CH:20]1[CH2:21][CH2:22][N:17]([C:15]([C:11]2[CH:10]=[C:9]([NH:8][C:6]3[C:5]([F:28])=[CH:4][N:3]=[C:2]([NH:33][C:32]4[CH:34]=[CH:35][CH:36]=[C:30]([OH:29])[CH:31]=4)[N:7]=3)[CH:14]=[CH:13][CH:12]=2)=[O:16])[CH2:18][CH2:19]1)=[O:24])[CH3:27].